Dataset: NCI-60 drug combinations with 297,098 pairs across 59 cell lines. Task: Regression. Given two drug SMILES strings and cell line genomic features, predict the synergy score measuring deviation from expected non-interaction effect. (1) Cell line: SF-295. Drug 2: COC1=C2C(=CC3=C1OC=C3)C=CC(=O)O2. Drug 1: CN(CC1=CN=C2C(=N1)C(=NC(=N2)N)N)C3=CC=C(C=C3)C(=O)NC(CCC(=O)O)C(=O)O. Synergy scores: CSS=50.4, Synergy_ZIP=5.51, Synergy_Bliss=3.59, Synergy_Loewe=-24.1, Synergy_HSA=3.36. (2) Drug 1: C1CN1P(=S)(N2CC2)N3CC3. Drug 2: COC1=C2C(=CC3=C1OC=C3)C=CC(=O)O2. Cell line: EKVX. Synergy scores: CSS=3.52, Synergy_ZIP=-0.764, Synergy_Bliss=1.32, Synergy_Loewe=-0.718, Synergy_HSA=-0.136.